Dataset: Reaction yield outcomes from USPTO patents with 853,638 reactions. Task: Predict the reaction yield, written as a fraction of the theoretical maximum amount of product (1.0 means a 100% yield; for example, 0.34 means a 34% yield). (1) The reactants are [C:1]([C:4]1[CH:5]=[C:6]([CH:11]=[C:12]([Cl:14])[CH:13]=1)[C:7](OC)=[O:8])(=[O:3])[NH2:2].[H-].[Al+3].[Li+].[H-].[H-].[H-].O.O.O.O.O.O.O.O.O.O.S([O-])([O-])(=O)=O.[Na+].[Na+]. The catalyst is C1COCC1. The product is [Cl:14][C:12]1[CH:13]=[C:4]([CH:5]=[C:6]([CH2:7][OH:8])[CH:11]=1)[C:1]([NH2:2])=[O:3]. The yield is 0.400. (2) The product is [N:8]1([C:4]2[CH:5]=[N:6][CH:7]=[C:2]([CH:3]=2)[CH:15]=[O:16])[CH2:13][CH2:12][O:11][CH2:10][CH2:9]1. The reactants are Br[C:2]1[CH:3]=[C:4]([N:8]2[CH2:13][CH2:12][O:11][CH2:10][CH2:9]2)[CH:5]=[N:6][CH:7]=1.C[CH2:15][O:16]CC.C([Li])CCC.CN(C=O)C. The yield is 0.900. The catalyst is CCCCCC. (3) The reactants are [CH3:1][O:2][C:3]1[CH:4]=[C:5]([CH:9]=[CH:10][CH:11]=1)[C:6]([OH:8])=O.C(Cl)(=O)C(Cl)=O.O1CCCC1.[NH2:23][C:24]1[CH:25]=[C:26]([CH:43]=[CH:44][CH:45]=1)[O:27][C:28]1[CH:29]=[CH:30][C:31]2[N:32]([CH:34]=[C:35]([NH:37][C:38]([CH:40]3[CH2:42][CH2:41]3)=[O:39])[N:36]=2)[N:33]=1. The catalyst is CN(C)C=O.CN1CCCC1=O. The product is [CH:40]1([C:38]([NH:37][C:35]2[N:36]=[C:31]3[CH:30]=[CH:29][C:28]([O:27][C:26]4[CH:25]=[C:24]([NH:23][C:6](=[O:8])[C:5]5[CH:9]=[CH:10][CH:11]=[C:3]([O:2][CH3:1])[CH:4]=5)[CH:45]=[CH:44][CH:43]=4)=[N:33][N:32]3[CH:34]=2)=[O:39])[CH2:41][CH2:42]1. The yield is 0.430. (4) The catalyst is CN(C=O)C.CCOCC. The product is [ClH:20].[NH2:1][C:2]1[CH:10]=[C:9]([C:11]([O:13][CH3:14])=[O:12])[CH:8]=[C:7]2[C:3]=1[CH:4]=[CH:5][N:6]2[CH2:17][CH3:18]. The yield is 0.660. The reactants are [NH2:1][C:2]1[CH:10]=[C:9]([C:11]([O:13][CH3:14])=[O:12])[CH:8]=[C:7]2[C:3]=1[CH:4]=[CH:5][NH:6]2.[H-].[Na+].[CH2:17](I)[CH3:18].[ClH:20]. (5) The reactants are [C:1]([O:5][C:6]([N:8]1[CH2:26][CH2:25][CH2:24][C@:11]2([O:15][C:14](=[O:16])[N:13]([C:17]3[CH:18]=[N:19][C:20]([NH2:23])=[CH:21][CH:22]=3)[CH2:12]2)[CH2:10][CH2:9]1)=[O:7])([CH3:4])([CH3:3])[CH3:2].[CH3:27][N:28]([CH3:46])[C:29]([C:31]1[N:40]([CH:41]2[CH2:45][CH2:44][CH2:43][CH2:42]2)[C:34]2[N:35]=[C:36](Cl)[N:37]=[CH:38][C:33]=2[CH:32]=1)=[O:30]. No catalyst specified. The product is [C:1]([O:5][C:6]([N:8]1[CH2:26][CH2:25][CH2:24][C@:11]2([O:15][C:14](=[O:16])[N:13]([C:17]3[CH:18]=[N:19][C:20]([NH:23][C:36]4[N:37]=[CH:38][C:33]5[CH:32]=[C:31]([C:29](=[O:30])[N:28]([CH3:27])[CH3:46])[N:40]([CH:41]6[CH2:45][CH2:44][CH2:43][CH2:42]6)[C:34]=5[N:35]=4)=[CH:21][CH:22]=3)[CH2:12]2)[CH2:10][CH2:9]1)=[O:7])([CH3:4])([CH3:2])[CH3:3]. The yield is 0.350.